This data is from Full USPTO retrosynthesis dataset with 1.9M reactions from patents (1976-2016). The task is: Predict the reactants needed to synthesize the given product. (1) Given the product [Br:1][C:2]1[N:3]=[C:4]2[C:10]([C:11]([O:13][CH3:14])=[O:12])=[CH:9][N:8]([CH2:28][O:27][C:21](=[O:26])[C:22]([CH3:25])([CH3:24])[CH3:23])[C:5]2=[N:6][CH:7]=1, predict the reactants needed to synthesize it. The reactants are: [Br:1][C:2]1[N:3]=[C:4]2[C:10]([C:11]([O:13][CH3:14])=[O:12])=[CH:9][NH:8][C:5]2=[N:6][CH:7]=1.C([O-])([O-])=O.[K+].[K+].[C:21]([O:27][CH2:28]Cl)(=[O:26])[C:22]([CH3:25])([CH3:24])[CH3:23].O. (2) The reactants are: [OH-].[K+].[Cl:3][C:4]1[CH:17]=[C:16]([Cl:18])[CH:15]=[CH:14][C:5]=1[O:6][C@H:7]([CH3:13])[C:8]([O:10]CC)=[O:9].Cl. Given the product [Cl:3][C:4]1[CH:17]=[C:16]([Cl:18])[CH:15]=[CH:14][C:5]=1[O:6][C@H:7]([CH3:13])[C:8]([OH:10])=[O:9], predict the reactants needed to synthesize it. (3) The reactants are: [OH:1][CH:2]1[C:27]2[C:19](=[CH:20][C:21]3[O:25][CH2:24][O:23][C:22]=3[CH:26]=2)[C:4]2([C:12]3[C:7](=[CH:8][CH:9]=[CH:10][CH:11]=3)[N:6]([CH2:13][CH2:14][CH2:15][CH2:16][CH3:17])[C:5]2=[O:18])[CH2:3]1.[H-].[Na+].I[CH3:31].O. Given the product [CH3:31][O:1][CH:2]1[C:27]2[C:19](=[CH:20][C:21]3[O:25][CH2:24][O:23][C:22]=3[CH:26]=2)[C:4]2([C:12]3[C:7](=[CH:8][CH:9]=[CH:10][CH:11]=3)[N:6]([CH2:13][CH2:14][CH2:15][CH2:16][CH3:17])[C:5]2=[O:18])[CH2:3]1, predict the reactants needed to synthesize it. (4) Given the product [NH2:14][C:11]1[C:12]([CH3:13])=[C:4]2[C:5](=[CH:9][C:10]=1[N+:15]([O-:17])=[O:16])[C:6](=[O:8])[N:43]([CH:44]1[CH2:49][CH2:48][N:47]([CH3:50])[CH2:46][CH2:45]1)[C:3]2=[O:18], predict the reactants needed to synthesize it. The reactants are: CO[C:3](=[O:18])[C:4]1[C:5](=[CH:9][C:10]([N+:15]([O-:17])=[O:16])=[C:11]([NH2:14])[C:12]=1[CH3:13])[C:6]([OH:8])=O.CCN=C=NCCCN(C)C.Cl.C1C=CC2N(O)N=NC=2C=1.Cl.Cl.[NH2:43][CH:44]1[CH2:49][CH2:48][N:47]([CH3:50])[CH2:46][CH2:45]1. (5) Given the product [CH:11]1([N:8]2[C:9]3[CH:10]=[C:2]([NH:1][S:41]([C:35]4[CH:40]=[CH:39][CH:38]=[CH:37][CH:36]=4)(=[O:43])=[O:42])[CH:3]=[C:4]([C:16]([NH:18][CH2:19][C:20]4[C:21](=[O:28])[NH:22][C:23]([CH3:27])=[CH:24][C:25]=4[CH3:26])=[O:17])[C:5]=3[CH:6]=[N:7]2)[CH2:15][CH2:14][CH2:13][CH2:12]1, predict the reactants needed to synthesize it. The reactants are: [NH2:1][C:2]1[CH:3]=[C:4]([C:16]([NH:18][CH2:19][C:20]2[C:21](=[O:28])[NH:22][C:23]([CH3:27])=[CH:24][C:25]=2[CH3:26])=[O:17])[C:5]2[CH:6]=[N:7][N:8]([CH:11]3[CH2:15][CH2:14][CH2:13][CH2:12]3)[C:9]=2[CH:10]=1.N1C=CC=CC=1.[C:35]1([S:41](Cl)(=[O:43])=[O:42])[CH:40]=[CH:39][CH:38]=[CH:37][CH:36]=1. (6) Given the product [CH3:18][N:15]1[C:14]2[C:19]([C:21]([O:23][CH3:24])=[O:22])=[CH:20][C:11]([C:33]3[CH:38]=[CH:37][C:36]([C:39]4[CH:44]=[CH:43][CH:42]=[CH:41][C:40]=4[CH3:45])=[CH:35][CH:34]=3)=[CH:12][C:13]=2[N:17]=[N:16]1, predict the reactants needed to synthesize it. The reactants are: C(#N)C.C(=O)([O-])[O-].[Na+].[Na+].Br[C:11]1[CH:20]=[C:19]([C:21]([O:23][CH3:24])=[O:22])[C:14]2[N:15]([CH3:18])[N:16]=[N:17][C:13]=2[CH:12]=1.CC1(C)C(C)(C)OB([C:33]2[CH:38]=[CH:37][C:36]([C:39]3[CH:44]=[CH:43][CH:42]=[CH:41][C:40]=3[CH3:45])=[CH:35][CH:34]=2)O1.